Dataset: Reaction yield outcomes from USPTO patents with 853,638 reactions. Task: Predict the reaction yield, written as a fraction of the theoretical maximum amount of product (1.0 means a 100% yield; for example, 0.34 means a 34% yield). The reactants are [F:1][C:2]1[CH:3]=[C:4]([C:28]2[C:29]([C:34]#[N:35])=[CH:30][CH:31]=[CH:32][CH:33]=2)[CH:5]=[CH:6][C:7]=1[CH2:8][C:9]1[C:14](=[O:15])[N:13]([C:16]2[CH:21]=[CH:20][C:19]([O:22]C)=[CH:18][CH:17]=2)[C:12]([CH3:24])=[N:11][C:10]=1[CH2:25][CH2:26][CH3:27].BrB(Br)Br.C(OCC)(=O)C.O. The catalyst is C(Cl)Cl. The product is [F:1][C:2]1[CH:3]=[C:4]([C:28]2[C:29]([C:34]#[N:35])=[CH:30][CH:31]=[CH:32][CH:33]=2)[CH:5]=[CH:6][C:7]=1[CH2:8][C:9]1[C:14](=[O:15])[N:13]([C:16]2[CH:21]=[CH:20][C:19]([OH:22])=[CH:18][CH:17]=2)[C:12]([CH3:24])=[N:11][C:10]=1[CH2:25][CH2:26][CH3:27]. The yield is 0.990.